The task is: Predict the reaction yield, written as a fraction of the theoretical maximum amount of product (1.0 means a 100% yield; for example, 0.34 means a 34% yield).. This data is from Reaction yield outcomes from USPTO patents with 853,638 reactions. (1) The reactants are [Br:1][C:2]1[CH:17]=[CH:16][C:5]([CH2:6][CH:7]([C:12]([O:14]C)=[O:13])[C:8]([O:10]C)=[O:9])=[CH:4][CH:3]=1.[OH-].[K+]. The catalyst is C(O)C.O. The product is [Br:1][C:2]1[CH:3]=[CH:4][C:5]([CH2:6][CH:7]([C:8]([OH:10])=[O:9])[C:12]([OH:14])=[O:13])=[CH:16][CH:17]=1. The yield is 0.910. (2) The reactants are [Br:1][C:2]1[CH:14]=[CH:13][C:12]2[C:11]3[C:6](=[CH:7][C:8]([Br:15])=[CH:9][CH:10]=3)C[C:4]=2[CH:3]=1.[OH-].[K+].[CH3:18]I.C(O[CH2:24][CH3:25])(=O)C. The catalyst is CS(C)=O. The product is [Br:1][C:2]1[CH:3]=[CH:4][C:12]2[C:11]3[C:6](=[CH:7][C:8]([Br:15])=[CH:9][CH:10]=3)[C:24]([CH3:25])([CH3:18])[C:13]=2[CH:14]=1. The yield is 1.00. (3) The reactants are [CH3:1][O:2][C:3]([C:5]1[CH:6]=[C:7]2[C:12](=[C:13]([Cl:15])[CH:14]=1)[NH:11][CH:10]([C:16]1[CH:21]=[CH:20][CH:19]=[C:18]([Br:22])[CH:17]=1)[C:9]([CH3:24])([CH3:23])[CH:8]2O)=[O:4].C([SiH](CC)CC)C. The catalyst is FC(F)(F)C(O)=O. The product is [CH3:1][O:2][C:3]([C:5]1[CH:6]=[C:7]2[C:12](=[C:13]([Cl:15])[CH:14]=1)[NH:11][CH:10]([C:16]1[CH:21]=[CH:20][CH:19]=[C:18]([Br:22])[CH:17]=1)[C:9]([CH3:24])([CH3:23])[CH2:8]2)=[O:4]. The yield is 0.500. (4) The reactants are [CH3:1][C:2]1([CH3:12])[O:7][CH2:6][C:5]2=[CH:8][C:9]([NH2:11])=[N:10][N:4]2[CH2:3]1.Br[C:14]1[C:15](=[O:22])[N:16]([CH3:21])[CH:17]=[C:18]([Br:20])[CH:19]=1.CC1(C)C2C(=C(P(C3C=CC=CC=3)C3C=CC=CC=3)C=CC=2)OC2C(P(C3C=CC=CC=3)C3C=CC=CC=3)=CC=CC1=2.C(=O)([O-])[O-].[Cs+].[Cs+]. The catalyst is C1C=CC(/C=C/C(/C=C/C2C=CC=CC=2)=O)=CC=1.C1C=CC(/C=C/C(/C=C/C2C=CC=CC=2)=O)=CC=1.C1C=CC(/C=C/C(/C=C/C2C=CC=CC=2)=O)=CC=1.[Pd].[Pd].O1CCOCC1. The product is [Br:20][C:18]1[CH:19]=[C:14]([NH:11][C:9]2[CH:8]=[C:5]3[CH2:6][O:7][C:2]([CH3:12])([CH3:1])[CH2:3][N:4]3[N:10]=2)[C:15](=[O:22])[N:16]([CH3:21])[CH:17]=1. The yield is 0.600.